The task is: Predict the product of the given reaction.. This data is from Forward reaction prediction with 1.9M reactions from USPTO patents (1976-2016). (1) Given the reactants [NH2:1][C@H:2]([C:6]([OH:8])=[O:7])[CH:3]([CH3:5])[CH3:4].[OH:9][OH:10], predict the reaction product. The product is: [OH:9][OH:10].[NH2:1][C@H:2]([C:6]([OH:8])=[O:7])[CH:3]([CH3:5])[CH3:4]. (2) Given the reactants [NH2:1][C:2]1[C:7]([F:8])=[C:6](Cl)[N:5]=[C:4]([C:10]([O:12][CH3:13])=[O:11])[C:3]=1[O:14][CH3:15].[F:16][C:17]1[C:22]([F:23])=[C:21](B2OC(C)(C)C(C)(C)O2)[CH:20]=[CH:19][C:18]=1[Si:33]([CH3:36])([CH3:35])[CH3:34].C(=O)([O-])[O-].[Na+].[Na+].CC#N, predict the reaction product. The product is: [NH2:1][C:2]1[C:7]([F:8])=[C:6]([C:21]2[CH:20]=[CH:19][C:18]([Si:33]([CH3:34])([CH3:36])[CH3:35])=[C:17]([F:16])[C:22]=2[F:23])[N:5]=[C:4]([C:10]([O:12][CH3:13])=[O:11])[C:3]=1[O:14][CH3:15]. (3) Given the reactants [C:1]1([OH:7])[CH:6]=[CH:5][CH:4]=[CH:3][CH:2]=1.[OH-].[K+].[CH3:10][CH:11](C1C=C(C)C=CC=1S([O-])(=O)=O)[C:12]#[CH:13].O, predict the reaction product. The product is: [CH3:13][CH:12]([O:7][C:1]1[CH:6]=[CH:5][CH:4]=[CH:3][CH:2]=1)[C:11]#[CH:10]. (4) Given the reactants P(Cl)(Cl)(Cl)=O.[CH2:6]([O:13][C:14](=[O:29])[CH2:15][CH:16]([NH:20][C:21]([CH:23]1[CH2:28][CH2:27][CH2:26][CH2:25][CH2:24]1)=[O:22])[C:17](=O)[CH3:18])[C:7]1[CH:12]=[CH:11][CH:10]=[CH:9][CH:8]=1.O, predict the reaction product. The product is: [CH2:6]([O:13][C:14](=[O:29])[CH2:15][C:16]1[N:20]=[C:21]([CH:23]2[CH2:28][CH2:27][CH2:26][CH2:25][CH2:24]2)[O:22][C:17]=1[CH3:18])[C:7]1[CH:12]=[CH:11][CH:10]=[CH:9][CH:8]=1. (5) Given the reactants [CH:1]1([NH:4][C:5](=[O:31])[C:6]2[CH:11]=[CH:10][C:9]([CH3:12])=[C:8]([N:13]3[CH:18]=[CH:17][N:16]=[C:15]([NH:19][C:20]4([C:23]5[CH:28]=[CH:27][CH:26]=[CH:25][C:24]=5[OH:29])[CH2:22][CH2:21]4)[C:14]3=[O:30])[CH:7]=2)[CH2:3][CH2:2]1.[N+](C1C=C(S(O[CH2:45][C@@H:46]2[CH2:48][O:47]2)(=O)=O)C=CC=1)([O-])=O, predict the reaction product. The product is: [CH:1]1([NH:4][C:5](=[O:31])[C:6]2[CH:11]=[CH:10][C:9]([CH3:12])=[C:8]([N:13]3[CH:18]=[CH:17][N:16]=[C:15]([NH:19][C:20]4([C:23]5[CH:28]=[CH:27][CH:26]=[CH:25][C:24]=5[O:29][CH2:45][C@@H:46]5[CH2:48][O:47]5)[CH2:22][CH2:21]4)[C:14]3=[O:30])[CH:7]=2)[CH2:3][CH2:2]1.